This data is from Catalyst prediction with 721,799 reactions and 888 catalyst types from USPTO. The task is: Predict which catalyst facilitates the given reaction. (1) Reactant: [CH2:1]([O:3][C:4](=[O:32])[C:5]([O:23][C:24]1[CH:29]=[CH:28][C:27]([F:30])=[C:26]([F:31])[CH:25]=1)([CH3:22])[CH:6]([C:8]1[CH:13]=[CH:12][C:11]([O:14][CH2:15][C:16]2[CH:21]=[CH:20][CH:19]=[CH:18][CH:17]=2)=[CH:10][CH:9]=1)O)[CH3:2].B(F)(F)F.CCOCC.C([SiH](CC)CC)C.C([O-])([O-])=O.[Na+].[Na+]. Product: [CH2:1]([O:3][C:4](=[O:32])[C:5]([O:23][C:24]1[CH:29]=[CH:28][C:27]([F:30])=[C:26]([F:31])[CH:25]=1)([CH3:22])[CH2:6][C:8]1[CH:9]=[CH:10][C:11]([O:14][CH2:15][C:16]2[CH:21]=[CH:20][CH:19]=[CH:18][CH:17]=2)=[CH:12][CH:13]=1)[CH3:2]. The catalyst class is: 2. (2) Reactant: [NH2:1][C@H:2]([C@@H:8]([OH:10])[CH3:9])[C:3]([NH:5][CH2:6][CH3:7])=[O:4].CCN(CC)CC.[N:18]([C:21]1[CH:29]=[CH:28][C:24]([C:25](O)=[O:26])=[C:23]([OH:30])[CH:22]=1)=[N+:19]=[N-:20].C1C=CC2N(O)N=NC=2C=1.C1CCC(N=C=NC2CCCCC2)CC1. Product: [N:18]([C:21]1[CH:29]=[CH:28][C:24]([C:25]([NH:1][C@H:2]([C@@H:8]([OH:10])[CH3:9])[C:3]([NH:5][CH2:6][CH3:7])=[O:4])=[O:26])=[C:23]([OH:30])[CH:22]=1)=[N+:19]=[N-:20]. The catalyst class is: 2. (3) Reactant: [F:1][C:2]([O:5][C:6]1[CH:11]=[CH:10][C:9]([CH:12]=[CH2:13])=[CH:8][CH:7]=1)([F:4])[F:3].ClC1C=CC=C(C(OO)=[O:22])C=1. The catalyst class is: 22. Product: [F:1][C:2]([F:3])([F:4])[O:5][C:6]1[CH:11]=[CH:10][C:9]([CH:12]2[CH2:13][O:22]2)=[CH:8][CH:7]=1. (4) Reactant: [N:1]([C:4]1[CH:5]=[N:6][CH:7]=[CH:8][CH:9]=1)=[N+:2]=[N-:3].[C:10]([C:12]1[CH2:13][CH2:14][N:15]([C:18]([O:20][C:21]([CH3:24])([CH3:23])[CH3:22])=[O:19])[CH2:16][CH:17]=1)#[CH:11]. Product: [N:6]1[CH:7]=[CH:8][CH:9]=[C:4]([N:1]2[CH:11]=[C:10]([C:12]3[CH2:17][CH2:16][N:15]([C:18]([O:20][C:21]([CH3:24])([CH3:23])[CH3:22])=[O:19])[CH2:14][CH:13]=3)[N:3]=[N:2]2)[CH:5]=1. The catalyst class is: 11. (5) Reactant: [OH-].[Na+].[CH3:3][C:4]([NH:7][C:8]1[C:13]([C:14]([O:16]CC)=[O:15])=[CH:12][N:11]=[C:10]2[N:19]([CH2:22][CH3:23])[N:20]=[CH:21][C:9]=12)([CH3:6])[CH3:5].Cl. Product: [CH3:6][C:4]([NH:7][C:8]1[C:13]([C:14]([OH:16])=[O:15])=[CH:12][N:11]=[C:10]2[N:19]([CH2:22][CH3:23])[N:20]=[CH:21][C:9]=12)([CH3:3])[CH3:5]. The catalyst class is: 97. (6) Reactant: [CH3:1][C:2]1[CH:7]=[C:6]([C:8]2O[C:10](=[O:18])[C:11]3[CH:17]=[N:16][CH:15]=[CH:14][C:12]=3[N:13]=2)[CH:5]=[C:4]([CH3:19])[C:3]=1[O:20][C:21](=[O:23])[CH3:22].[CH:24]([C:28]1[CH:34]=[CH:33][C:31]([NH2:32])=[CH:30][CH:29]=1)([CH2:26][CH3:27])[CH3:25]. Product: [CH:24]([C:28]1[CH:29]=[CH:30][C:31]([N:32]2[C:10](=[O:18])[C:11]3[CH:17]=[N:16][CH:15]=[CH:14][C:12]=3[N:13]=[C:8]2[C:6]2[CH:5]=[C:4]([CH3:19])[C:3]([O:20][C:21](=[O:23])[CH3:22])=[C:2]([CH3:1])[CH:7]=2)=[CH:33][CH:34]=1)([CH2:26][CH3:27])[CH3:25]. The catalyst class is: 15.